This data is from Catalyst prediction with 721,799 reactions and 888 catalyst types from USPTO. The task is: Predict which catalyst facilitates the given reaction. Reactant: [NH2:1][C:2]1[CH:7]=CN=[C:4]([C:8]2[CH:9]=[C:10]([NH:15][CH2:16][CH2:17][N:18]([CH3:20])[CH3:19])[CH:11]=[C:12]([F:14])[CH:13]=2)[C:3]=1[N+:21]([O-])=O.[NH4+:24].[Cl-].[CH3:26]O. Product: [CH3:20][N:18]([CH3:19])[CH2:17][CH2:16][NH:15][C:10]1[CH:9]=[C:8]([C:4]2[C:3]([NH2:21])=[C:2]([NH2:1])[CH:7]=[N:24][CH:26]=2)[CH:13]=[C:12]([F:14])[CH:11]=1. The catalyst class is: 401.